This data is from Full USPTO retrosynthesis dataset with 1.9M reactions from patents (1976-2016). The task is: Predict the reactants needed to synthesize the given product. (1) Given the product [ClH:34].[CH:24]1([CH2:27][O:13][C@H:10]2[CH2:11][CH2:12][NH:8][CH2:9]2)[CH2:26][CH2:25]1, predict the reactants needed to synthesize it. The reactants are: C(OC([N:8]1[CH2:12][CH2:11][C@H:10]([OH:13])[CH2:9]1)=O)(C)(C)C.C[Si](C)(C)[N-][Si](C)(C)C.[Na+].[CH:24]1([CH2:27]Br)[CH2:26][CH2:25]1.C(=O)([O-])O.[Na+].[ClH:34].O1CCOCC1. (2) Given the product [Na+:24].[CH3:1][NH:2][C:3]1[N:8]=[C:7]([C:9]2[NH:10][C:11]3[C:16]([CH:17]=2)=[CH:15][C:14]([C:18]([O-:20])=[O:19])=[CH:13][CH:12]=3)[CH:6]=[CH:5][N:4]=1, predict the reactants needed to synthesize it. The reactants are: [CH3:1][NH:2][C:3]1[N:8]=[C:7]([C:9]2[NH:10][C:11]3[C:16]([CH:17]=2)=[CH:15][C:14]([C:18]([O:20]CC)=[O:19])=[CH:13][CH:12]=3)[CH:6]=[CH:5][N:4]=1.[OH-].[Na+:24].